Dataset: Catalyst prediction with 721,799 reactions and 888 catalyst types from USPTO. Task: Predict which catalyst facilitates the given reaction. (1) Reactant: [F:1][CH:2]([F:37])[O:3][C:4]1[CH:13]=[CH:12][CH:11]=[C:10]2[C:5]=1[C:6]1[CH:31]=[CH:30][C:29]([NH:32][S:33]([CH3:36])(=[O:35])=[O:34])=[CH:28][C:7]=1[CH:8]([C:14]1[CH:15]=[C:16]([CH2:20][CH2:21][CH2:22][C:23]([O:25]CC)=[O:24])[CH:17]=[CH:18][CH:19]=1)[O:9]2.[Li+].[OH-].Cl. Product: [F:37][CH:2]([F:1])[O:3][C:4]1[CH:13]=[CH:12][CH:11]=[C:10]2[C:5]=1[C:6]1[CH:31]=[CH:30][C:29]([NH:32][S:33]([CH3:36])(=[O:35])=[O:34])=[CH:28][C:7]=1[CH:8]([C:14]1[CH:15]=[C:16]([CH2:20][CH2:21][CH2:22][C:23]([OH:25])=[O:24])[CH:17]=[CH:18][CH:19]=1)[O:9]2. The catalyst class is: 5. (2) Reactant: [C:1]1([CH:7]([C:25]2[CH:30]=[CH:29][CH:28]=[CH:27][CH:26]=2)[CH2:8][NH:9][CH2:10][C@@H:11]([CH3:24])[CH2:12][O:13][C:14]2[CH:15]=[C:16]([CH2:20][C:21]([OH:23])=[O:22])[CH:17]=[CH:18][CH:19]=2)[CH:6]=[CH:5][CH:4]=[CH:3][CH:2]=1.[F:31][C:32]1[CH:33]=[C:34]([CH:37]=[CH:38][C:39]=1[O:40][CH3:41])[CH:35]=O.COC(=O)CC1C=CC=C(OCC[C@H](NCC(C2C=CC=CC=2)C2C=CC=CC=2)C)C=1.[Cl:73]C1C(C(F)(F)F)=CC=CC=1C=O.Cl.CCOCC. Product: [ClH:73].[F:31][C:32]1[CH:33]=[C:34]([CH:37]=[CH:38][C:39]=1[O:40][CH3:41])[CH2:35][N:9]([CH2:8][CH:7]([C:1]1[CH:2]=[CH:3][CH:4]=[CH:5][CH:6]=1)[C:25]1[CH:26]=[CH:27][CH:28]=[CH:29][CH:30]=1)[CH2:10][C@@H:11]([CH3:24])[CH2:12][O:13][C:14]1[CH:15]=[C:16]([CH2:20][C:21]([OH:23])=[O:22])[CH:17]=[CH:18][CH:19]=1. The catalyst class is: 28.